From a dataset of Catalyst prediction with 721,799 reactions and 888 catalyst types from USPTO. Predict which catalyst facilitates the given reaction. (1) The catalyst class is: 5. Product: [CH:1]1([O:5][C:6]2[CH:11]=[C:10]([F:12])[CH:9]=[CH:8][C:7]=2[NH:13][C:14]2[C:15]3[C:22]([CH3:23])=[C:21]([C:24]([NH2:27])=[O:26])[S:20][C:16]=3[N:17]=[CH:18][N:19]=2)[CH2:4][CH2:3][CH2:2]1. Reactant: [CH:1]1([O:5][C:6]2[CH:11]=[C:10]([F:12])[CH:9]=[CH:8][C:7]=2[NH:13][C:14]2[C:15]3[C:22]([CH3:23])=[C:21]([C:24]([OH:26])=O)[S:20][C:16]=3[N:17]=[CH:18][N:19]=2)[CH2:4][CH2:3][CH2:2]1.[NH3:27]. (2) Reactant: [OH:1][C:2]1[CH:7]=[CH:6][C:5]([S:8][C:9]2[CH:14]=[CH:13][C:12]([NH:15][C:16](=[O:18])[CH3:17])=[CH:11][CH:10]=2)=[C:4]([N+:19]([O-])=O)[CH:3]=1.[Cl-].[NH4+].C1COCC1.O. Product: [NH2:19][C:4]1[CH:3]=[C:2]([OH:1])[CH:7]=[CH:6][C:5]=1[S:8][C:9]1[CH:14]=[CH:13][C:12]([NH:15][C:16](=[O:18])[CH3:17])=[CH:11][CH:10]=1. The catalyst class is: 415. (3) Reactant: [CH3:1][N:2]([CH3:29])[CH2:3]/[CH:4]=[CH:5]/[C:6](NC1C=CC=C(NC2C=C(NC3C=CC=CC=3)N=CN=2)N=1)=[O:7].C(#N)C.Cl.CN(/C(=C\C)/C(O)=O)C.C(Cl)(=O)C([Cl:46])=O. Product: [CH3:1][N:2]([CH2:3]/[CH:4]=[CH:5]/[C:6]([Cl:46])=[O:7])[CH3:29]. The catalyst class is: 3. (4) Reactant: [Br:1][C:2]1[CH:7]=[CH:6][C:5]([N:8]([CH3:12])[C:9](Cl)=[O:10])=[CH:4][CH:3]=1.[OH:13][C:14]1[N:19]=[CH:18][C:17]([N:20]2[C:25](=[O:26])[CH2:24][C:23]([CH3:28])([CH3:27])[CH2:22][C:21]2=[O:29])=[CH:16][CH:15]=1.N12CCN(CC1)CC2. Product: [CH3:28][C:23]1([CH3:27])[CH2:24][C:25](=[O:26])[N:20]([C:17]2[CH:18]=[N:19][C:14]([O:13][C:9](=[O:10])[N:8]([C:5]3[CH:6]=[CH:7][C:2]([Br:1])=[CH:3][CH:4]=3)[CH3:12])=[CH:15][CH:16]=2)[C:21](=[O:29])[CH2:22]1. The catalyst class is: 120. (5) Reactant: [CH:1]([C:3]1[O:7][N:6]=[C:5]([C:8]2[CH:13]=[CH:12][CH:11]=[CH:10][N:9]=2)[C:4]=1[CH2:14][O:15][C:16]1[CH:23]=[CH:22][C:19]([C:20]#[N:21])=[CH:18][N:17]=1)=[O:2].[BH4-].[Na+]. Product: [OH:2][CH2:1][C:3]1[O:7][N:6]=[C:5]([C:8]2[CH:13]=[CH:12][CH:11]=[CH:10][N:9]=2)[C:4]=1[CH2:14][O:15][C:16]1[CH:23]=[CH:22][C:19]([C:20]#[N:21])=[CH:18][N:17]=1. The catalyst class is: 5. (6) Reactant: [OH:1][C@H:2]1[CH2:6][CH2:5][N:4]([C:7]([O:9][C:10]([CH3:13])([CH3:12])[CH3:11])=[O:8])[CH2:3]1.[H-].[Na+].Cl[C:17]1[C:26]2[C:21](=[CH:22][CH:23]=[CH:24][CH:25]=2)[CH:20]=[C:19]([Cl:27])[N:18]=1. Product: [Cl:27][C:19]1[N:18]=[C:17]([O:1][C@H:2]2[CH2:6][CH2:5][N:4]([C:7]([O:9][C:10]([CH3:13])([CH3:12])[CH3:11])=[O:8])[CH2:3]2)[C:26]2[C:21]([CH:20]=1)=[CH:22][CH:23]=[CH:24][CH:25]=2. The catalyst class is: 179. (7) Reactant: [Cl:1][C:2]1[C:3]([CH:31]=O)=[C:4]([C:27]([F:30])([F:29])[F:28])[CH:5]=[C:6]2[C:11]=1[NH:10][C:9](=[O:12])[N:8]([CH2:13][C:14]1[CH:19]=[C:18]([Cl:20])[CH:17]=[CH:16][C:15]=1[S:21]([CH2:24][CH3:25])(=[O:23])=[O:22])[C:7]2=[O:26].[NH:33]1[CH2:37][CH2:36][C@@H:35]([OH:38])[CH2:34]1. Product: [Cl:1][C:2]1[C:3]([CH2:31][N:33]2[CH2:37][CH2:36][C@@H:35]([OH:38])[CH2:34]2)=[C:4]([C:27]([F:28])([F:29])[F:30])[CH:5]=[C:6]2[C:11]=1[NH:10][C:9](=[O:12])[N:8]([CH2:13][C:14]1[CH:19]=[C:18]([Cl:20])[CH:17]=[CH:16][C:15]=1[S:21]([CH2:24][CH3:25])(=[O:23])=[O:22])[C:7]2=[O:26]. The catalyst class is: 22. (8) Reactant: [CH2:1]([O:3][C:4]1[CH:5]=[C:6]([N:13]2[CH2:18][CH2:17][N:16]([CH:19]3[CH2:24][CH2:23][NH:22][CH2:21][CH2:20]3)[CH2:15][CH2:14]2)[CH:7]=[CH:8][C:9]=1[N+:10]([O-:12])=[O:11])[CH3:2].[CH:25]([S:27]([CH3:30])(=[O:29])=[O:28])=[CH2:26]. Product: [CH2:1]([O:3][C:4]1[CH:5]=[C:6]([N:13]2[CH2:14][CH2:15][N:16]([CH:19]3[CH2:24][CH2:23][N:22]([CH2:26][CH2:25][S:27]([CH3:30])(=[O:29])=[O:28])[CH2:21][CH2:20]3)[CH2:17][CH2:18]2)[CH:7]=[CH:8][C:9]=1[N+:10]([O-:12])=[O:11])[CH3:2]. The catalyst class is: 12. (9) Reactant: [C:1]([O:5][C:6]([NH:8][C:9]1[N:10]=[CH:11][C:12]([CH2:15][NH:16][C:17]2[CH:18]=[C:19]([CH:24]=[CH:25][C:26]=2[CH3:27])[C:20]([O:22]C)=[O:21])=[N:13][CH:14]=1)=[O:7])([CH3:4])([CH3:3])[CH3:2].O[Li].O. Product: [C:1]([O:5][C:6]([NH:8][C:9]1[N:10]=[CH:11][C:12]([CH2:15][NH:16][C:17]2[CH:18]=[C:19]([CH:24]=[CH:25][C:26]=2[CH3:27])[C:20]([OH:22])=[O:21])=[N:13][CH:14]=1)=[O:7])([CH3:4])([CH3:3])[CH3:2]. The catalyst class is: 87.